From a dataset of CYP1A2 inhibition data for predicting drug metabolism from PubChem BioAssay. Regression/Classification. Given a drug SMILES string, predict its absorption, distribution, metabolism, or excretion properties. Task type varies by dataset: regression for continuous measurements (e.g., permeability, clearance, half-life) or binary classification for categorical outcomes (e.g., BBB penetration, CYP inhibition). Dataset: cyp1a2_veith. (1) The molecule is CC(CCc1ccccc1)NC(=O)/C=C/c1ccccc1. The result is 1 (inhibitor). (2) The drug is CCCCC1CC(/C(C)=N/NC(N)=O)OC1=O. The result is 0 (non-inhibitor). (3) The compound is CCCCOc1ccccc1C1CC(=O)NC2=C1C(=O)CCC2. The result is 0 (non-inhibitor).